This data is from Full USPTO retrosynthesis dataset with 1.9M reactions from patents (1976-2016). The task is: Predict the reactants needed to synthesize the given product. (1) Given the product [CH3:12][O:13][CH2:2][C:3]1[N:4]=[C:5]2[CH:10]=[CH:9][CH:8]=[CH:7][N:6]2[CH:11]=1, predict the reactants needed to synthesize it. The reactants are: Cl[CH2:2][C:3]1[N:4]=[C:5]2[CH:10]=[CH:9][CH:8]=[CH:7][N:6]2[CH:11]=1.[CH3:12][OH:13].C[O-].[Na+]. (2) Given the product [O:14]1[CH:15]=[CH:16][CH:17]=[C:13]1[C:7]1([C:18]2[O:19][CH:20]=[CH:21][CH:22]=2)[C:6]2[CH:23]=[C:2]([C:28]3[CH:27]=[C:26]([CH:31]=[C:30]([F:32])[CH:29]=3)[C:24]#[N:25])[CH:3]=[CH:4][C:5]=2[NH:11][C:10](=[O:12])[CH2:9][O:8]1, predict the reactants needed to synthesize it. The reactants are: Br[C:2]1[CH:3]=[CH:4][C:5]2[NH:11][C:10](=[O:12])[CH2:9][O:8][C:7]([C:18]3[O:19][CH:20]=[CH:21][CH:22]=3)([C:13]3[O:14][CH:15]=[CH:16][CH:17]=3)[C:6]=2[CH:23]=1.[C:24]([C:26]1[CH:27]=[C:28](B(O)O)[CH:29]=[C:30]([F:32])[CH:31]=1)#[N:25].